From a dataset of Catalyst prediction with 721,799 reactions and 888 catalyst types from USPTO. Predict which catalyst facilitates the given reaction. (1) Reactant: [Br:1][C:2]1[CH:3]=[C:4]2[C:8](=[CH:9][CH:10]=1)[NH:7][C:6]([C:11](O)=[O:12])=[C:5]2[S:14]([N:17]1[CH2:21][CH2:20][CH2:19][CH2:18]1)(=[O:16])=[O:15].C1CCC(N=C=NC2CCCCC2)CC1.C1C=CC2N(O)N=NC=2C=1.[S:47]1[CH:51]=[CH:50][N:49]=[C:48]1[CH2:52][NH2:53].CCN(C(C)C)C(C)C. Product: [Br:1][C:2]1[CH:3]=[C:4]2[C:8](=[CH:9][CH:10]=1)[NH:7][C:6]([C:11]([NH:53][CH2:52][C:48]1[S:47][CH:51]=[CH:50][N:49]=1)=[O:12])=[C:5]2[S:14]([N:17]1[CH2:21][CH2:20][CH2:19][CH2:18]1)(=[O:15])=[O:16]. The catalyst class is: 76. (2) Reactant: COC1C=C(OC)C=CC=1C[NH:6][C:7]1[C:8]2[CH:15]=[CH:14][N:13]([C@H:16]3[CH2:32][C@@H:19]4[O:20]C(C5C=CC(OC)=CC=5)[O:22][CH2:23][C@@H:18]4[CH2:17]3)[C:9]=2[N:10]=[CH:11][N:12]=1.COC1C=C(OC)C=CC=1CN.CC(O)=O. Product: [NH2:6][C:7]1[C:8]2[CH:15]=[CH:14][N:13]([C@H:16]3[CH2:32][C@H:19]([OH:20])[C@H:18]([CH2:23][OH:22])[CH2:17]3)[C:9]=2[N:10]=[CH:11][N:12]=1. The catalyst class is: 90. (3) Reactant: [Br:1][C:2]1[CH:10]=[CH:9][C:8]([C:11]([O:13][CH3:14])=[O:12])=[C:7]2[C:3]=1[CH:4]=[CH:5][NH:6]2.[H-].[Na+].[CH3:17][Si:18]([CH2:21][CH2:22][O:23][CH2:24]Cl)([CH3:20])[CH3:19].[NH4+].[Cl-]. Product: [Br:1][C:2]1[CH:10]=[CH:9][C:8]([C:11]([O:13][CH3:14])=[O:12])=[C:7]2[C:3]=1[CH:4]=[CH:5][N:6]2[CH2:24][O:23][CH2:22][CH2:21][Si:18]([CH3:20])([CH3:19])[CH3:17]. The catalyst class is: 1.